From a dataset of Retrosynthesis with 50K atom-mapped reactions and 10 reaction types from USPTO. Predict the reactants needed to synthesize the given product. (1) Given the product Fc1cccc(COc2cc(-c3cccnc3F)c3c(n2)CCCC3)n1, predict the reactants needed to synthesize it. The reactants are: Fc1ncccc1-c1cc(Cl)nc2c1CCCC2.OCc1cccc(F)n1. (2) Given the product COc1c(C)c(Cc2ccc(Oc3ccncc3)c(C(=O)N3CCCCC3)c2)c(OC)c(OC)c1OC, predict the reactants needed to synthesize it. The reactants are: COc1c(C)c(Cc2ccc(O)c(C(=O)N3CCCCC3)c2)c(OC)c(OC)c1OC.OB(O)c1ccncc1. (3) The reactants are: CC(C)(C)OC(=O)N[C@H]1CC[C@H](CO)CC1.CS(=O)(=O)Cl. Given the product CC(C)(C)OC(=O)N[C@H]1CC[C@H](COS(C)(=O)=O)CC1, predict the reactants needed to synthesize it. (4) The reactants are: Fc1cccc(-c2noc(C3CNCC(c4ccc(OC(F)(F)F)cc4)C3)n2)c1.O=C(Cl)OC(Cl)(Cl)Cl. Given the product O=C(Cl)N1CC(c2ccc(OC(F)(F)F)cc2)CC(c2nc(-c3cccc(F)c3)no2)C1, predict the reactants needed to synthesize it. (5) The reactants are: C=C(C(=O)OC)c1ccc2c(c1)C(C)(C)CCC2(C)C. Given the product C=C(CO)c1ccc2c(c1)C(C)(C)CCC2(C)C, predict the reactants needed to synthesize it. (6) Given the product CCOC(=O)c1cnc2ccc(Cl)cc2c1Nc1ccc(N2CCN(C(=O)CC)CC2)c(C(F)(F)F)c1, predict the reactants needed to synthesize it. The reactants are: CCC(=O)N1CCN(c2ccc(N)cc2C(F)(F)F)CC1.CCOC(=O)c1cnc2ccc(Cl)cc2c1Cl. (7) The reactants are: CCCOc1ccc(C)cc1-c1nc(N)c(N=O)c(=O)[nH]1. Given the product CCCOc1ccc(C)cc1-c1nc(N)c(N)c(=O)[nH]1, predict the reactants needed to synthesize it.